This data is from Full USPTO retrosynthesis dataset with 1.9M reactions from patents (1976-2016). The task is: Predict the reactants needed to synthesize the given product. (1) Given the product [F:1][C:2]1[CH:3]=[N:4][CH:5]=[CH:6][C:7]=1[CH2:8][CH:9]1[CH2:18][CH2:17][C:16]2[C:11](=[CH:12][C:13]([O:21][CH3:22])=[C:14]([O:19][CH3:20])[CH:15]=2)[C:10]1=[O:23], predict the reactants needed to synthesize it. The reactants are: [F:1][C:2]1[CH:3]=[N:4][CH:5]=[CH:6][C:7]=1/[CH:8]=[C:9]1/[C:10](=[O:23])[C:11]2[C:16]([CH2:17][CH2:18]/1)=[CH:15][C:14]([O:19][CH3:20])=[C:13]([O:21][CH3:22])[CH:12]=2. (2) Given the product [F:33][C:34]1[CH:35]=[C:36]([C:8]2[N:9]=[C:10]([CH3:32])[C:11]3[CH:16]([CH3:17])[CH2:15][N:14]([C:18]4[CH:23]=[CH:22][C:21]([CH2:24][C:25]([O:27][C:28]([CH3:31])([CH3:30])[CH3:29])=[O:26])=[CH:20][CH:19]=4)[C:12]=3[N:13]=2)[CH:37]=[CH:38][C:39]=1[O:40][CH3:41], predict the reactants needed to synthesize it. The reactants are: C([O-])([O-])=O.[Na+].[Na+].Cl[C:8]1[N:9]=[C:10]([CH3:32])[C:11]2[CH:16]([CH3:17])[CH2:15][N:14]([C:18]3[CH:23]=[CH:22][C:21]([CH2:24][C:25]([O:27][C:28]([CH3:31])([CH3:30])[CH3:29])=[O:26])=[CH:20][CH:19]=3)[C:12]=2[N:13]=1.[F:33][C:34]1[CH:35]=[C:36](B(O)O)[CH:37]=[CH:38][C:39]=1[O:40][CH3:41].O.